This data is from TCR-epitope binding with 47,182 pairs between 192 epitopes and 23,139 TCRs. The task is: Binary Classification. Given a T-cell receptor sequence (or CDR3 region) and an epitope sequence, predict whether binding occurs between them. (1) The epitope is ILGLPTQTV. Result: 1 (the TCR binds to the epitope). The TCR CDR3 sequence is CASSLYAGANNEQFF. (2) The epitope is MPASWVMRI. The TCR CDR3 sequence is CASSWGLAEFF. Result: 0 (the TCR does not bind to the epitope). (3) The TCR CDR3 sequence is CASRLRESSYEQYF. The epitope is KRWIIMGLNK. Result: 0 (the TCR does not bind to the epitope).